From a dataset of Forward reaction prediction with 1.9M reactions from USPTO patents (1976-2016). Predict the product of the given reaction. (1) The product is: [CH3:12][S:9]([CH2:8][CH2:7][C:6]([NH:21][C:22]([O:24][CH3:25])=[O:23])([CH2:13][CH2:14][C:15]1[CH:20]=[CH:19][CH:18]=[CH:17][CH:16]=1)[C:5]([OH:26])=[O:4])(=[O:10])=[O:11]. Given the reactants [Li+].[OH-].C[O:4][C:5](=[O:26])[C:6]([NH:21][C:22]([O:24][CH3:25])=[O:23])([CH2:13][CH2:14][C:15]1[CH:20]=[CH:19][CH:18]=[CH:17][CH:16]=1)[CH2:7][CH2:8][S:9]([CH3:12])(=[O:11])=[O:10], predict the reaction product. (2) Given the reactants C(N(CC)CC)C.C([O:11][C@@H:12]1[O:29][C@H:28]([CH2:30][O:31][C:32]2[CH:37]=[CH:36][CH:35]=[C:34]([Br:38])[CH:33]=2)[C@@H:23]([O:24]C(=O)C)[C@H:18]([O:19]C(=O)C)[C@H:13]1[O:14]C(=O)C)(=O)C.C(OCC)(=O)C.ClCCl, predict the reaction product. The product is: [Br:38][C:34]1[CH:33]=[C:32]([O:31][CH2:30][C@H:28]2[O:29][C@@H:12]([OH:11])[C@H:13]([OH:14])[C@@H:18]([OH:19])[C@@H:23]2[OH:24])[CH:37]=[CH:36][CH:35]=1.